From a dataset of Full USPTO retrosynthesis dataset with 1.9M reactions from patents (1976-2016). Predict the reactants needed to synthesize the given product. Given the product [Br:11][C:8]1[CH:7]=[C:3]2[C:2](=[CH:10][CH:9]=1)[NH:1][C:14](=[S:15])[N:13]([CH3:12])[C:4]2=[O:5], predict the reactants needed to synthesize it. The reactants are: [NH2:1][C:2]1[CH:10]=[CH:9][C:8]([Br:11])=[CH:7][C:3]=1[C:4](O)=[O:5].[CH3:12][N:13]=[C:14]=[S:15].